Dataset: Forward reaction prediction with 1.9M reactions from USPTO patents (1976-2016). Task: Predict the product of the given reaction. (1) Given the reactants F[C:2](F)(F)[C:3]([OH:5])=O.[CH3:8][N:9]([CH3:30])[CH:10]1[CH2:15][CH2:14][CH:13]([O:16][C:17]2[CH:18]=[CH:19][CH:20]=[C:21]3[C:29]=2[C:28]2[CH2:27][NH:26][CH2:25][CH2:24][C:23]=2[S:22]3)[CH2:12][CH2:11]1.C(Cl)(=O)C, predict the reaction product. The product is: [CH3:8][N:9]([CH3:30])[CH:10]1[CH2:15][CH2:14][CH:13]([O:16][C:17]2[CH:18]=[CH:19][CH:20]=[C:21]3[C:29]=2[C:28]2[CH2:27][N:26]([C:3](=[O:5])[CH3:2])[CH2:25][CH2:24][C:23]=2[S:22]3)[CH2:12][CH2:11]1. (2) Given the reactants [CH3:1][C:2]1[NH:3][CH:4]=[CH:5][C:6]=1[C:7]([O:9][CH2:10][CH3:11])=[O:8].[CH3:12]I.[H-].[Na+], predict the reaction product. The product is: [CH3:12][N:3]1[CH:4]=[CH:5][C:6]([C:7]([O:9][CH2:10][CH3:11])=[O:8])=[C:2]1[CH3:1]. (3) Given the reactants [I:1][C:2]1[CH:3]=[N:4][N:5]([CH:7]2[CH2:10][CH:9]([OH:11])[CH2:8]2)[CH:6]=1.N1C=CN=C1.[Si:17](Cl)([C:20]([CH3:23])([CH3:22])[CH3:21])([CH3:19])[CH3:18], predict the reaction product. The product is: [C:20]([Si:17]([CH3:19])([CH3:18])[O:11][CH:9]1[CH2:8][CH:7]([N:5]2[CH:6]=[C:2]([I:1])[CH:3]=[N:4]2)[CH2:10]1)([CH3:23])([CH3:22])[CH3:21]. (4) Given the reactants Cl[C:2]1[N:3]=[C:4]([O:19][C:20]2[CH:21]=[C:22]([NH:26][C:27](=[O:33])[O:28][C:29]([CH3:32])([CH3:31])[CH3:30])[CH:23]=[CH:24][CH:25]=2)[C:5]2[CH:10]=[CH:9][N:8]([CH2:11][O:12][CH2:13][CH2:14][Si:15]([CH3:18])([CH3:17])[CH3:16])[C:6]=2[N:7]=1.[CH3:34][N:35]([CH3:44])[CH2:36][CH2:37][N:38]1[CH:42]=[C:41]([NH2:43])[CH:40]=[N:39]1.C([O-])([O-])=O.[Cs+].[Cs+].CC1(C)C2C(=C(P(C3C=CC=CC=3)C3C=CC=CC=3)C=CC=2)OC2C(P(C3C=CC=CC=3)C3C=CC=CC=3)=CC=CC1=2, predict the reaction product. The product is: [C:29]([O:28][C:27](=[O:33])[NH:26][C:22]1[CH:23]=[CH:24][CH:25]=[C:20]([O:19][C:4]2[C:5]3[CH:10]=[CH:9][N:8]([CH2:11][O:12][CH2:13][CH2:14][Si:15]([CH3:18])([CH3:17])[CH3:16])[C:6]=3[N:7]=[C:2]([NH:43][C:41]3[CH:40]=[N:39][N:38]([CH2:37][CH2:36][N:35]([CH3:44])[CH3:34])[CH:42]=3)[N:3]=2)[CH:21]=1)([CH3:32])([CH3:31])[CH3:30]. (5) Given the reactants Br[C:2]1[C:3]([Cl:19])=[C:4]([O:9][C:10]2[C:15]([F:16])=[C:14]([CH3:17])[CH:13]=[CH:12][C:11]=2[Cl:18])[CH:5]=[C:6]([Cl:8])[CH:7]=1.[C:20]([Zn]C#N)#[N:21], predict the reaction product. The product is: [Cl:19][C:3]1[C:4]([O:9][C:10]2[C:11]([Cl:18])=[CH:12][CH:13]=[C:14]([CH3:17])[C:15]=2[F:16])=[CH:5][C:6]([Cl:8])=[CH:7][C:2]=1[C:20]#[N:21]. (6) Given the reactants [Cl:1][C:2]1[CH:21]=[CH:20][C:5]([CH2:6][N:7]2[C:15]3[C:10](=[CH:11][C:12](C(O)=O)=[CH:13][CH:14]=3)[CH:9]=[C:8]2[CH3:19])=[CH:4][CH:3]=1.P(N=[N+]=[N-])(=O)([O:30][C:31]1C=CC=CC=1)OC1C=CC=CC=1.C([N:43](CC)CC)C.[C:48]([OH:52])([CH3:51])([CH3:50])[CH3:49], predict the reaction product. The product is: [Cl:1][C:2]1[CH:3]=[CH:4][C:5]([CH2:6][N:7]2[C:15]3[C:10](=[CH:11][C:12]([NH:43][C:31](=[O:30])[O:52][C:48]([CH3:51])([CH3:50])[CH3:49])=[CH:13][CH:14]=3)[CH:9]=[C:8]2[CH3:19])=[CH:20][CH:21]=1.